From a dataset of Reaction yield outcomes from USPTO patents with 853,638 reactions. Predict the reaction yield, written as a fraction of the theoretical maximum amount of product (1.0 means a 100% yield; for example, 0.34 means a 34% yield). (1) The reactants are [CH3:1][C:2]([C:6]1[CH:11]=[CH:10][C:9]([OH:12])=[CH:8][CH:7]=1)([CH3:5])[CH2:3][CH3:4].[CH3:13][N:14]([CH3:18])[C:15](Cl)=[S:16].C1N2CCN(CC2)C1. The catalyst is CN(C=O)C. The product is [CH3:5][C:2]([C:6]1[CH:7]=[CH:8][C:9]([O:12][C:15](=[S:16])[N:14]([CH3:18])[CH3:13])=[CH:10][CH:11]=1)([CH3:1])[CH2:3][CH3:4]. The yield is 0.760. (2) The reactants are [NH2:1][C:2]1[C:7]([NH2:8])=[CH:6][CH:5]=[C:4]([C:9]2[CH:14]=[CH:13][CH:12]=[CH:11][C:10]=2[O:15][CH3:16])[C:3]=1[C:17]#[N:18].[C:19](OCC)(=[O:25])[C:20](OCC)=[O:21]. No catalyst specified. The product is [CH3:16][O:15][C:10]1[CH:11]=[CH:12][CH:13]=[CH:14][C:9]=1[C:4]1[CH:5]=[CH:6][C:7]2[NH:8][C:20](=[O:21])[C:19](=[O:25])[NH:1][C:2]=2[C:3]=1[C:17]#[N:18]. The yield is 1.00.